Dataset: Full USPTO retrosynthesis dataset with 1.9M reactions from patents (1976-2016). Task: Predict the reactants needed to synthesize the given product. (1) Given the product [OH:12][CH2:11][CH2:10][CH2:9][N:1]1[CH2:6][CH2:5][C:4](=[O:7])[CH2:3][CH2:2]1, predict the reactants needed to synthesize it. The reactants are: [NH:1]1[CH2:6][CH2:5][C:4](=[O:7])[CH2:3][CH2:2]1.Cl[CH2:9][CH2:10][CH2:11][OH:12]. (2) The reactants are: [Br:1][C:2]1[CH:3]=[CH:4][C:5]2[NH:11][C:10](=S)[C@@H:9]([CH2:13][C:14]([O:16][CH2:17][CH3:18])=[O:15])[O:8][C@H:7]([C:19]3[CH:24]=[CH:23][CH:22]=[C:21]([O:25][CH3:26])[C:20]=3[CH3:27])[C:6]=2[CH:28]=1.O.[NH2:30][NH2:31]. Given the product [Br:1][C:2]1[CH:3]=[CH:4][C:5]2[NH:11][C:10](=[N:30][NH2:31])[C@@H:9]([CH2:13][C:14]([O:16][CH2:17][CH3:18])=[O:15])[O:8][C@H:7]([C:19]3[CH:24]=[CH:23][CH:22]=[C:21]([O:25][CH3:26])[C:20]=3[CH3:27])[C:6]=2[CH:28]=1, predict the reactants needed to synthesize it.